This data is from Catalyst prediction with 721,799 reactions and 888 catalyst types from USPTO. The task is: Predict which catalyst facilitates the given reaction. (1) Reactant: [OH:1][C:2]1[C:3]([C:16]([NH:18][CH:19]([CH3:21])[CH3:20])=[O:17])=[CH:4][N:5]([CH2:9][C:10]2[CH:15]=[CH:14][CH:13]=[CH:12][CH:11]=2)[C:6](=[O:8])[CH:7]=1.OC1C([C:37]([OH:39])=[O:38])=CN(CC2C=CC=CC=2)C(=O)C=1.C(Cl)CCl.C1C=CC2N(O)N=NC=2C=1.C(N)(C)C.[CH3:58][N:59](C)[CH:60]=[O:61]. Product: [OH:1][C:2]1[C:3]([C:16]([NH:18][CH:19]([CH3:21])[CH3:20])=[O:17])=[CH:4][N:5]([CH2:9][C:10]2[CH:11]=[CH:12][CH:13]=[CH:14][CH:15]=2)[C:6](=[O:8])[C:7]=1[C:60]([NH:59][CH2:58][C:37]([OH:39])=[O:38])=[O:61]. The catalyst class is: 2. (2) Reactant: [Cl:1][C:2]1[CH:7]=[CH:6][N:5]=[C:4]([C:8]2[CH:12]=[CH:11][S:10][C:9]=2[CH:13]=O)[CH:3]=1.O.[CH3:16][NH:17][CH3:18].C(O[BH-](OC(=O)C)OC(=O)C)(=O)C.[Na+]. Product: [Cl:1][C:2]1[CH:7]=[CH:6][N:5]=[C:4]([C:8]2[CH:12]=[CH:11][S:10][C:9]=2[CH2:13][N:17]([CH3:18])[CH3:16])[CH:3]=1. The catalyst class is: 4. (3) Reactant: [CH3:1][O:2][C:3]1[C:11]2[S:10][C:9]3[CH:12]=[CH:13][C:14]([S:16](Cl)(=[O:18])=[O:17])=[CH:15][C:8]=3[C:7]=2[C:6]([S:20](=[O:31])(=[O:30])[NH:21][C:22]2[CH:27]=[CH:26][C:25]([O:28][CH3:29])=[CH:24][CH:23]=2)=[CH:5][CH:4]=1.Cl.[CH3:33][NH2+:34][CH3:35].N1C=CC=CC=1. Product: [CH3:29][O:28][C:25]1[CH:26]=[CH:27][C:22]([NH:21][S:20]([C:6]2[C:7]3[C:8]4[CH:15]=[C:14]([S:16]([N:34]([CH3:35])[CH3:33])(=[O:18])=[O:17])[CH:13]=[CH:12][C:9]=4[S:10][C:11]=3[C:3]([O:2][CH3:1])=[CH:4][CH:5]=2)(=[O:31])=[O:30])=[CH:23][CH:24]=1. The catalyst class is: 95. (4) Reactant: [O:1]=[C:2]1[CH:7]=[C:6]([C:8]([O:10][CH3:11])=[O:9])[CH:5]=[CH:4][NH:3]1.C([O-])([O-])=O.[Cs+].[Cs+].[Li+].[Cl-].[Br:20][CH2:21][CH2:22][CH2:23][CH2:24]Br. The catalyst class is: 3. Product: [Br:20][CH2:21][CH2:22][CH2:23][CH2:24][N:3]1[CH:4]=[CH:5][C:6]([C:8]([O:10][CH3:11])=[O:9])=[CH:7][C:2]1=[O:1]. (5) Reactant: [Br:1][CH2:2][C:3]1[CH:12]=[CH:11][CH:10]=[C:9]2[C:4]=1[CH:5]=[CH:6][N:7]=[CH:8]2.C1C2C(=C(CO)C=CC=2)C=CN=1.Br. Product: [BrH:1].[Br:1][CH2:2][C:3]1[CH:12]=[CH:11][CH:10]=[C:9]2[C:4]=1[CH:5]=[CH:6][N:7]=[CH:8]2. The catalyst class is: 52. (6) Reactant: C(OC([N:8]1[CH2:13][CH2:12][CH2:11][C@H:10]([C:14](=[O:16])[NH2:15])[CH2:9]1)=O)(C)(C)C.[ClH:17]. Product: [ClH:17].[NH:8]1[CH2:13][CH2:12][CH2:11][C@H:10]([C:14]([NH2:15])=[O:16])[CH2:9]1. The catalyst class is: 4. (7) Reactant: [CH2:1]([O:3][C:4]([C:6]1([C:9]2[CH:14]=[CH:13][C:12]([C:15]3[CH:20]=[CH:19][C:18]([C:21]4[O:25][N:24]=[C:23]([CH3:26])[C:22]=4[CH2:27][N:28]4[CH:32]=[C:31](Br)[CH:30]=[N:29]4)=[CH:17][CH:16]=3)=[CH:11][CH:10]=2)[CH2:8][CH2:7]1)=[O:5])[CH3:2].[C:34]1(B(O)O)[CH:39]=[CH:38][CH:37]=[CH:36][CH:35]=1.C1(C)C=CC=CC=1P(C1C=CC=CC=1C)C1C=CC=CC=1C.C(=O)(O)[O-].[Na+]. Product: [CH2:1]([O:3][C:4]([C:6]1([C:9]2[CH:14]=[CH:13][C:12]([C:15]3[CH:20]=[CH:19][C:18]([C:21]4[O:25][N:24]=[C:23]([CH3:26])[C:22]=4[CH2:27][N:28]4[CH:32]=[C:31]([C:34]5[CH:39]=[CH:38][CH:37]=[CH:36][CH:35]=5)[CH:30]=[N:29]4)=[CH:17][CH:16]=3)=[CH:11][CH:10]=2)[CH2:8][CH2:7]1)=[O:5])[CH3:2]. The catalyst class is: 848. (8) Reactant: [CH3:1][CH:2]([CH3:13])[CH2:3][CH:4]([C:10](=[S:12])[NH2:11])[C:5]([O:7][CH2:8][CH3:9])=[O:6].Br[CH2:15][C:16]([C:18]1[CH:23]=[CH:22][CH:21]=[CH:20][CH:19]=1)=O. Product: [CH3:13][CH:2]([CH3:1])[CH2:3][CH:4]([C:10]1[S:12][CH:15]=[C:16]([C:18]2[CH:23]=[CH:22][CH:21]=[CH:20][CH:19]=2)[N:11]=1)[C:5]([O:7][CH2:8][CH3:9])=[O:6]. The catalyst class is: 8.